From a dataset of Forward reaction prediction with 1.9M reactions from USPTO patents (1976-2016). Predict the product of the given reaction. (1) The product is: [Cl:1][C:2]1[CH:3]=[C:4]([NH:9][C:10]2[C:19]3[C:14](=[CH:15][C:16]([O:21][CH3:22])=[C:17]([O:20][CH2:30][CH2:31][CH2:32][N:33]4[CH2:38][CH2:37][C:36]5=[N:39][N:40]([CH3:43])[C:41]([CH3:42])=[C:35]5[CH2:34]4)[CH:18]=3)[N:13]=[CH:12][N:11]=2)[CH:5]=[CH:6][C:7]=1[F:8]. Given the reactants [Cl:1][C:2]1[CH:3]=[C:4]([NH:9][C:10]2[C:19]3[C:14](=[CH:15][C:16]([O:21][CH3:22])=[C:17]([OH:20])[CH:18]=3)[N:13]=[CH:12][N:11]=2)[CH:5]=[CH:6][C:7]=1[F:8].C([O-])([O-])=O.[K+].[K+].Cl[CH2:30][CH2:31][CH2:32][N:33]1[CH2:38][CH2:37][C:36]2=[N:39][N:40]([CH3:43])[C:41]([CH3:42])=[C:35]2[CH2:34]1, predict the reaction product. (2) Given the reactants [OH:1][CH:2]1[CH2:7][CH2:6][CH:5]([O:8][C:9]2[CH:14]=[CH:13][C:12]([N:15]3[C:20](=[O:21])[C:19]([CH2:22][C:23]4[CH:28]=[CH:27][C:26]([C:29]5[CH:34]=[CH:33][CH:32]=[CH:31][C:30]=5[C:35]5[NH:39][C:38](=[O:40])[O:37][N:36]=5)=[CH:25][CH:24]=4)=[C:18]([CH2:41][CH2:42][CH3:43])[N:17]=[C:16]3[CH3:44])=[CH:11][CH:10]=2)[CH2:4][CH2:3]1.CC(OI1(OC(C)=O)(OC(C)=O)OC(=O)C2C1=CC=CC=2)=O.C(OCC)(=O)C.S([O-])([O-])(=O)=S.[Na+].[Na+], predict the reaction product. The product is: [CH3:44][C:16]1[N:15]([C:12]2[CH:11]=[CH:10][C:9]([O:8][CH:5]3[CH2:6][CH2:7][C:2](=[O:1])[CH2:3][CH2:4]3)=[CH:14][CH:13]=2)[C:20](=[O:21])[C:19]([CH2:22][C:23]2[CH:28]=[CH:27][C:26]([C:29]3[CH:34]=[CH:33][CH:32]=[CH:31][C:30]=3[C:35]3[NH:39][C:38](=[O:40])[O:37][N:36]=3)=[CH:25][CH:24]=2)=[C:18]([CH2:41][CH2:42][CH3:43])[N:17]=1. (3) Given the reactants [OH:1][CH2:2][C@H:3]1[O:7][C@H:6]2[CH2:8][CH:9]([CH2:11]I)[O:10][C@H:5]2[C@@H:4]1[OH:13].[N-:14]=[N+:15]=[N-:16].C([N+](CCCC)(CCCC)CCCC)CCC, predict the reaction product. The product is: [N:14]([CH2:11][CH:9]1[O:10][C@@H:5]2[C@@H:6]([O:7][C@H:3]([CH2:2][OH:1])[C@H:4]2[OH:13])[CH2:8]1)=[N+:15]=[N-:16]. (4) Given the reactants [O:1]=[C:2]1[NH:6][C:5]2([CH2:11][CH2:10][CH2:9][CH2:8][CH2:7]2)[N:4]=[C:3]1[C:12]1[CH:19]=[CH:18][C:15]([CH:16]=[O:17])=[CH:14][CH:13]=1.Br[CH2:21][C:22]([NH:24][C:25]1[CH:30]=[C:29]([F:31])[CH:28]=[C:27]([F:32])[CH:26]=1)=[O:23].C(=O)([O-])[O-].[K+].[K+], predict the reaction product. The product is: [F:31][C:29]1[CH:30]=[C:25]([NH:24][C:22](=[O:23])[CH2:21][N:6]2[C:5]3([CH2:7][CH2:8][CH2:9][CH2:10][CH2:11]3)[N:4]=[C:3]([C:12]3[CH:13]=[CH:14][C:15]([CH:16]=[O:17])=[CH:18][CH:19]=3)[C:2]2=[O:1])[CH:26]=[C:27]([F:32])[CH:28]=1. (5) The product is: [C:1]12([CH2:11][NH:12][C:13]([C:15]3[N:20]4[CH:21]=[C:22]([C:24]([OH:26])=[O:25])[N:23]=[C:19]4[CH:18]=[CH:17][CH:16]=3)=[O:14])[CH2:10][CH:5]3[CH2:4][CH:3]([CH2:9][CH:7]([CH2:6]3)[CH2:8]1)[CH2:2]2. Given the reactants [C:1]12([CH2:11][NH:12][C:13]([C:15]3[N:20]4[CH:21]=[C:22]([C:24]([O:26]CC)=[O:25])[N:23]=[C:19]4[CH:18]=[CH:17][CH:16]=3)=[O:14])[CH2:10][CH:5]3[CH2:6][CH:7]([CH2:9][CH:3]([CH2:4]3)[CH2:2]1)[CH2:8]2.[OH-].[Na+], predict the reaction product. (6) Given the reactants Cl[C:2]1[CH:11]=[C:10]2[C:5]([C:6]([OH:12])=[CH:7][CH:8]=[N:9]2)=[CH:4][CH:3]=1.[F:13][C:14]([F:25])([F:24])[C:15]1[CH:20]=[CH:19][CH:18]=[CH:17][C:16]=1B(O)O.C1(P(C2CCCCC2)C2C=CC=CC=2C2C=CC=CC=2)CCCCC1.[O-]P([O-])([O-])=O.[K+].[K+].[K+], predict the reaction product. The product is: [F:13][C:14]([F:25])([F:24])[C:15]1[CH:20]=[CH:19][CH:18]=[CH:17][C:16]=1[C:2]1[CH:11]=[C:10]2[C:5]([C:6]([OH:12])=[CH:7][CH:8]=[N:9]2)=[CH:4][CH:3]=1. (7) Given the reactants [NH:1]1[C:9]2[C:4](=[CH:5][CH:6]=[CH:7][CH:8]=2)[C:3](/[CH:10]=[CH:11]/[C:12]([OH:14])=O)=[CH:2]1.[NH2:15][C:16]1[CH:17]=[C:18]([CH:22]=[CH:23][C:24]=1[OH:25])[C:19]([NH2:21])=[O:20].C1CN([P+](ON2N=NC3C=CC=CC2=3)(N2CCCC2)N2CCCC2)CC1.F[P-](F)(F)(F)(F)F.CCN(C(C)C)C(C)C, predict the reaction product. The product is: [NH:1]1[C:9]2[C:4](=[CH:5][CH:6]=[CH:7][CH:8]=2)[C:3]([CH:10]=[CH:11][C:12]([NH:15][C:16]2[CH:17]=[C:18]([CH:22]=[CH:23][C:24]=2[OH:25])[C:19]([NH2:21])=[O:20])=[O:14])=[CH:2]1.